Task: Predict hERG channel inhibition at various concentrations.. Dataset: hERG Central: cardiac toxicity at 1µM, 10µM, and general inhibition (1) The drug is Cc1occc1-c1nnc(SCC(=O)NC2CCCC2)n1-c1ccccc1. Results: hERG_inhib (hERG inhibition (general)): blocker. (2) The compound is Cc1ccc(NC(=O)C(=O)NCCN2CCN(Cc3ccc([N+](=O)[O-])cc3)CC2)cc1. Results: hERG_inhib (hERG inhibition (general)): blocker. (3) The molecule is Cn1c(=O)[nH]c(=O)c2c1nc(SCCN1CCCCC1)n2CCCc1ccccc1. Results: hERG_inhib (hERG inhibition (general)): blocker. (4) The molecule is O=C(NCCc1ccccc1)/C(=C\c1ccc([N+](=O)[O-])cc1)NC(=O)c1ccco1. Results: hERG_inhib (hERG inhibition (general)): blocker. (5) The drug is CCN1CCCC1CNC(=O)c1ccc(Sc2ccccc2Cl)c([N+](=O)[O-])c1. Results: hERG_inhib (hERG inhibition (general)): blocker. (6) The drug is Cc1cccn2c(=O)c(/C=C(\C#N)C(=O)NCc3ccco3)c(N3CCOCC3)nc12. Results: hERG_inhib (hERG inhibition (general)): blocker.